This data is from Full USPTO retrosynthesis dataset with 1.9M reactions from patents (1976-2016). The task is: Predict the reactants needed to synthesize the given product. Given the product [C:1]([C:3]1[CH:10]=[CH:9][C:6]([CH2:7][OH:8])=[CH:5][CH:4]=1)#[CH:2], predict the reactants needed to synthesize it. The reactants are: [C:1]([C:3]1[CH:10]=[CH:9][C:6]([CH:7]=[O:8])=[CH:5][CH:4]=1)#[CH:2].[BH4-].[Na+].